This data is from Catalyst prediction with 721,799 reactions and 888 catalyst types from USPTO. The task is: Predict which catalyst facilitates the given reaction. (1) Reactant: [F:1][C:2]1[CH:3]=[C:4]([C:8]#[C:9][C:10]2[CH:17]=[CH:16][C:13]([C:14]#[N:15])=[CH:12][CH:11]=2)[CH:5]=[CH:6][CH:7]=1.Cl.[NH2:19][OH:20].C([O-])(O)=O.[Na+]. Product: [F:1][C:2]1[CH:3]=[C:4]([C:8]#[C:9][C:10]2[CH:11]=[CH:12][C:13]([C:14](=[N:19][OH:20])[NH2:15])=[CH:16][CH:17]=2)[CH:5]=[CH:6][CH:7]=1. The catalyst class is: 38. (2) Reactant: Br[CH2:2][CH2:3][O:4][C:5]1[CH:10]=[C:9]([S:11]([CH3:14])(=[O:13])=[O:12])[CH:8]=[C:7]([F:15])[CH:6]=1.[NH:16]1[CH2:21][CH2:20][CH2:19][CH2:18][CH2:17]1. Product: [F:15][C:7]1[CH:6]=[C:5]([CH:10]=[C:9]([S:11]([CH3:14])(=[O:13])=[O:12])[CH:8]=1)[O:4][CH2:3][CH2:2][N:16]1[CH2:21][CH2:20][CH2:19][CH2:18][CH2:17]1. The catalyst class is: 8. (3) Reactant: [Br:1][C:2]1[CH:7]=[CH:6][CH:5]=[CH:4][C:3]=1I.[C:9]1(B(O)O)[C:18]2[C:13](=[CH:14][CH:15]=[CH:16][CH:17]=2)[CH:12]=[CH:11][CH:10]=1.C(=O)([O-])[O-].[Na+].[Na+]. Product: [Br:1][C:2]1[CH:7]=[CH:6][CH:5]=[CH:4][C:3]=1[C:17]1[C:18]2[C:13](=[CH:12][CH:11]=[CH:10][CH:9]=2)[CH:14]=[CH:15][CH:16]=1. The catalyst class is: 11. (4) Reactant: [H-].[Na+].[F:3][C:4]1([F:27])[C:10](=O)[C:9]2[CH:12]=[C:13]([F:16])[CH:14]=[CH:15][C:8]=2[N:7]([S:17]([C:20]2[CH:25]=[CH:24][C:23]([CH3:26])=[CH:22][CH:21]=2)(=[O:19])=[O:18])[CH2:6][CH2:5]1.[CH2:28](OP([CH2:36][C:37]([OH:39])=[O:38])(OCC)=O)[CH3:29].CC(C)([O-])C.[Na+].Cl. Product: [CH:8]1([NH:7][CH:6]2[CH2:5][CH2:4][CH2:10][CH2:29][CH2:28]2)[CH2:9][CH2:12][CH2:13][CH2:14][CH2:15]1.[F:27][C:4]1([F:3])[CH2:5][CH2:6][N:7]([S:17]([C:20]2[CH:21]=[CH:22][C:23]([CH3:26])=[CH:24][CH:25]=2)(=[O:18])=[O:19])[C:8]2[CH:15]=[CH:14][C:13]([F:16])=[CH:12][C:9]=2/[C:10]/1=[CH:36]/[C:37]([OH:39])=[O:38]. The catalyst class is: 30. (5) Reactant: [C:1]([O:5][C:6]([N:8]1[CH2:13][CH2:12][N:11]([C:14]2[N:19]=[C:18]([C:20]3[CH:25]=[CH:24][N:23]=[C:22]([NH:26][CH:27]4[CH2:32][CH2:31][CH2:30][CH2:29][CH2:28]4)[CH:21]=3)[CH:17]=[C:16]([CH2:33]Br)[CH:15]=2)[CH2:10][CH2:9]1)=[O:7])([CH3:4])([CH3:3])[CH3:2].[C-:35]#[N:36].[Na+]. Product: [C:1]([O:5][C:6]([N:8]1[CH2:13][CH2:12][N:11]([C:14]2[N:19]=[C:18]([C:20]3[CH:25]=[CH:24][N:23]=[C:22]([NH:26][CH:27]4[CH2:32][CH2:31][CH2:30][CH2:29][CH2:28]4)[CH:21]=3)[CH:17]=[C:16]([CH2:33][C:35]#[N:36])[CH:15]=2)[CH2:10][CH2:9]1)=[O:7])([CH3:4])([CH3:3])[CH3:2]. The catalyst class is: 16. (6) Reactant: [N:1]1([C:7]2[CH:14]=[CH:13][C:12]([N+:15]([O-:17])=[O:16])=[CH:11][C:8]=2[CH:9]=[O:10])[CH2:6][CH2:5][O:4][CH2:3][CH2:2]1.[BH4-].[Na+]. Product: [N:1]1([C:7]2[CH:14]=[CH:13][C:12]([N+:15]([O-:17])=[O:16])=[CH:11][C:8]=2[CH2:9][OH:10])[CH2:6][CH2:5][O:4][CH2:3][CH2:2]1. The catalyst class is: 5. (7) Reactant: [CH2:1]([NH:8][C:9]1[N:14]=[C:13]([NH2:15])[C:12]([C:16]2[NH:20][N:19]=[N:18][N:17]=2)=[CH:11][N:10]=1)[C:2]1[CH:7]=[CH:6][CH:5]=[CH:4][CH:3]=1.CCN(C(C)C)C(C)C.[S:30]1[CH:34]=[CH:33][CH:32]=[C:31]1[C:35](Cl)=[O:36]. Product: [C:2]1([CH2:1][NH:8][C:9]2[N:14]=[C:13]([NH:15][C:35]([C:31]3[S:30][CH:34]=[CH:33][CH:32]=3)=[O:36])[C:12]([C:16]3[NH:17][N:18]=[N:19][N:20]=3)=[CH:11][N:10]=2)[CH:3]=[CH:4][CH:5]=[CH:6][CH:7]=1. The catalyst class is: 26. (8) The catalyst class is: 226. Reactant: [N:1]1([C:7]2[C:8](=[O:14])[NH:9][CH2:10][CH2:11][CH2:12][CH:13]=2)CCCCC1.[CH:15](=O)[C:16]1[CH:21]=[CH:20][CH:19]=[CH:18][CH:17]=1.[CH:23]1([C:28](=O)[CH2:29][C:30]#[N:31])[CH2:27][CH2:26][CH2:25][CH2:24]1.C([O-])(=O)C.[NH4+]. Product: [CH:23]1([C:28]2[C:29]([C:30]#[N:31])=[C:15]([C:16]3[CH:21]=[CH:20][CH:19]=[CH:18][CH:17]=3)[C:13]3[CH2:12][CH2:11][CH2:10][NH:9][C:8](=[O:14])[C:7]=3[N:1]=2)[CH2:27][CH2:26][CH2:25][CH2:24]1. (9) The catalyst class is: 24. Reactant: C[O:2][C:3]([C:5]1([CH2:11][S:12](Cl)(=[O:14])=[O:13])[CH2:10][CH2:9][O:8][CH2:7][CH2:6]1)=[O:4].Cl.[CH2:17]1[C:22]2[S:23][C:24]3[CH:29]=[CH:28][CH:27]=[CH:26][C:25]=3[C:21]=2[CH2:20][CH2:19][NH:18]1.C(N(CC)CC)C.O.[OH-].[Li+]. Product: [CH2:17]1[C:22]2[S:23][C:24]3[CH:29]=[CH:28][CH:27]=[CH:26][C:25]=3[C:21]=2[CH2:20][CH2:19][N:18]1[S:12]([CH2:11][C:5]1([C:3]([OH:2])=[O:4])[CH2:10][CH2:9][O:8][CH2:7][CH2:6]1)(=[O:14])=[O:13].